Task: Predict the reactants needed to synthesize the given product.. Dataset: Full USPTO retrosynthesis dataset with 1.9M reactions from patents (1976-2016) (1) Given the product [CH3:31][S:28]([O:27][CH2:26][CH2:25][N:8]([CH2:7][CH2:6][O:5][S:2]([CH3:1])(=[O:4])=[O:3])[C:9]1[C:10]([N+:22]([O-:24])=[O:23])=[C:11]([C:16]([N+:19]([O-:21])=[O:20])=[CH:17][CH:18]=1)[C:12]([OH:14])=[O:13])(=[O:29])=[O:30], predict the reactants needed to synthesize it. The reactants are: [CH3:1][S:2]([O:5][CH2:6][CH2:7][N:8]([CH2:25][CH2:26][O:27][S:28]([CH3:31])(=[O:30])=[O:29])[C:9]1[C:10]([N+:22]([O-:24])=[O:23])=[C:11]([C:16]([N+:19]([O-:21])=[O:20])=[CH:17][CH:18]=1)[C:12]([O:14]C)=[O:13])(=[O:4])=[O:3].[OH-].[K+]. (2) Given the product [OH:9][CH2:8][CH:4]1[CH2:3][CH:2]([OH:1])[CH2:7][CH2:6][O:5]1, predict the reactants needed to synthesize it. The reactants are: [O:1]=[C:2]1[CH2:7][CH2:6][O:5][CH:4]([C:8](O)=[O:9])[CH2:3]1.CS(C)=O.B. (3) Given the product [CH2:20]([S:25]([NH:28][C:43](=[O:44])[O:19][CH2:18][C:12]1[C:13]([CH3:17])=[N:14][N:15]([CH3:16])[C:11]=1[N:7]1[C:8]2[C:4](=[CH:3][C:2]([Cl:1])=[CH:10][CH:9]=2)[CH:5]=[CH:6]1)(=[O:27])=[O:26])[CH2:21][CH2:22][CH2:23][CH3:24], predict the reactants needed to synthesize it. The reactants are: [Cl:1][C:2]1[CH:3]=[C:4]2[C:8](=[CH:9][CH:10]=1)[N:7]([C:11]1[N:15]([CH3:16])[N:14]=[C:13]([CH3:17])[C:12]=1[CH2:18][OH:19])[CH:6]=[CH:5]2.[CH2:20]([S:25]([NH2:28])(=[O:27])=[O:26])[CH2:21][CH2:22][CH2:23][CH3:24].N12CCCN=C1CCCCC2.Cl.CN(C)[CH:43]=[O:44]. (4) Given the product [C:1]([NH:5][C:6]1[CH:14]=[C:13]([F:15])[C:12]([F:16])=[CH:11][C:7]=1[C:8]([NH:52][C:48]([CH3:49])([C:50]#[CH:51])[CH3:47])=[O:10])([CH3:2])([CH3:3])[CH3:4], predict the reactants needed to synthesize it. The reactants are: [C:1]([NH:5][C:6]1[CH:14]=[C:13]([F:15])[C:12]([F:16])=[CH:11][C:7]=1[C:8]([OH:10])=O)([CH3:4])([CH3:3])[CH3:2].CCN=C=NCCCN(C)C.C1C=CC2N(O)N=NC=2C=1.CCN(C(C)C)C(C)C.[CH3:47][C:48]([NH2:52])([C:50]#[CH:51])[CH3:49]. (5) Given the product [CH3:14][O:13][C:11]([C:10]1[N:4]2[CH:5]=[CH:6][N:7]=[C:2]([Cl:1])[C:3]2=[N:8][C:15]=1[CH2:16][CH3:17])=[O:12], predict the reactants needed to synthesize it. The reactants are: [Cl:1][C:2]1[C:3]([NH2:8])=[N:4][CH:5]=[CH:6][N:7]=1.Cl[CH:10]([C:15](=O)[CH2:16][CH3:17])[C:11]([O:13][CH3:14])=[O:12]. (6) Given the product [Cl:1][C:2]1[CH:3]=[CH:4][C:5]([O:14][CH2:15][C:16]2[CH:21]=[CH:20][CH:19]=[CH:18][CH:17]=2)=[C:6]([CH2:8][C:9]([OH:11])=[O:10])[CH:7]=1, predict the reactants needed to synthesize it. The reactants are: [Cl:1][C:2]1[CH:3]=[CH:4][C:5]([O:14][CH2:15][C:16]2[CH:21]=[CH:20][CH:19]=[CH:18][CH:17]=2)=[C:6]([CH2:8][C:9]([O:11]CC)=[O:10])[CH:7]=1.[OH-].[Na+]. (7) The reactants are: [Br:1][C:2]1[CH:7]=[CH:6][C:5]([NH:8][CH:9]2[CH2:14][CH2:13][N:12]([C:15]([O:17][C:18]([CH3:21])([CH3:20])[CH3:19])=[O:16])[CH2:11][CH2:10]2)=[CH:4][CH:3]=1.Cl[CH2:23][C:24]1[CH:25]=[C:26]([C:30]2[CH:35]=[C:34]([O:36][CH3:37])[C:33]([O:38][CH3:39])=[C:32]([O:40][CH3:41])[CH:31]=2)[CH:27]=[N:28][CH:29]=1. Given the product [Br:1][C:2]1[CH:7]=[CH:6][C:5]([N:8]([CH:9]2[CH2:10][CH2:11][N:12]([C:15]([O:17][C:18]([CH3:21])([CH3:20])[CH3:19])=[O:16])[CH2:13][CH2:14]2)[CH2:23][C:24]2[CH:25]=[C:26]([C:30]3[CH:35]=[C:34]([O:36][CH3:37])[C:33]([O:38][CH3:39])=[C:32]([O:40][CH3:41])[CH:31]=3)[CH:27]=[N:28][CH:29]=2)=[CH:4][CH:3]=1, predict the reactants needed to synthesize it.